This data is from Catalyst prediction with 721,799 reactions and 888 catalyst types from USPTO. The task is: Predict which catalyst facilitates the given reaction. Reactant: [OH-].[Na+].[CH3:3][NH:4][C:5]1[N:10]=[C:9]([CH2:11][CH2:12][O:13][C:14]2[CH:15]=[CH:16][C:17]3[C:21]([CH2:22][CH2:23][C:24]([O:26]CC)=[O:25])=[CH:20][O:19][C:18]=3[CH:29]=2)[CH:8]=[CH:7][CH:6]=1. Product: [CH3:3][NH:4][C:5]1[N:10]=[C:9]([CH2:11][CH2:12][O:13][C:14]2[CH:15]=[CH:16][C:17]3[C:21]([CH2:22][CH2:23][C:24]([OH:26])=[O:25])=[CH:20][O:19][C:18]=3[CH:29]=2)[CH:8]=[CH:7][CH:6]=1. The catalyst class is: 1.